Dataset: NCI-60 drug combinations with 297,098 pairs across 59 cell lines. Task: Regression. Given two drug SMILES strings and cell line genomic features, predict the synergy score measuring deviation from expected non-interaction effect. (1) Drug 2: CS(=O)(=O)OCCCCOS(=O)(=O)C. Drug 1: CC1=C(C=C(C=C1)C(=O)NC2=CC(=CC(=C2)C(F)(F)F)N3C=C(N=C3)C)NC4=NC=CC(=N4)C5=CN=CC=C5. Cell line: MOLT-4. Synergy scores: CSS=65.4, Synergy_ZIP=2.41, Synergy_Bliss=2.25, Synergy_Loewe=-1.88, Synergy_HSA=-1.31. (2) Drug 1: CS(=O)(=O)C1=CC(=C(C=C1)C(=O)NC2=CC(=C(C=C2)Cl)C3=CC=CC=N3)Cl. Drug 2: CN(CCCl)CCCl.Cl. Cell line: MDA-MB-231. Synergy scores: CSS=10.9, Synergy_ZIP=-4.00, Synergy_Bliss=-2.79, Synergy_Loewe=-8.64, Synergy_HSA=-4.11.